Dataset: Full USPTO retrosynthesis dataset with 1.9M reactions from patents (1976-2016). Task: Predict the reactants needed to synthesize the given product. (1) Given the product [CH3:16][C:17]1[C:21]([C:22]2[CH:23]=[C:24]([C:12]3[C:7]([C:1]4[CH:6]=[CH:5][CH:4]=[CH:3][CH:2]=4)=[N:8][CH:9]=[CH:10][CH:11]=3)[C:25]3[N:29]=[C:28]([NH:30][S:31]([CH:34]4[CH2:36][CH2:35]4)(=[O:33])=[O:32])[NH:27][C:26]=3[CH:37]=2)=[C:20]([CH3:49])[O:19][N:18]=1, predict the reactants needed to synthesize it. The reactants are: [C:1]1([C:7]2[C:12](B(O)O)=[CH:11][CH:10]=[CH:9][N:8]=2)[CH:6]=[CH:5][CH:4]=[CH:3][CH:2]=1.[CH3:16][C:17]1[C:21]([C:22]2[CH:23]=[C:24](C3C(C)=CC=C4C=3C=CC=N4)[C:25]3[N:29]=[C:28]([NH:30][S:31]([CH:34]4[CH2:36][CH2:35]4)(=[O:33])=[O:32])[NH:27][C:26]=3[CH:37]=2)=[C:20]([CH3:49])[O:19][N:18]=1. (2) The reactants are: [N:1]1[C:10]2[C:5](=[N:6][CH:7]=[CH:8][N:9]=2)[C:4](O)=[N:3][CH:2]=1.O=P(Cl)(Cl)[Cl:14]. Given the product [Cl:14][C:4]1[C:5]2[C:10](=[N:9][CH:8]=[CH:7][N:6]=2)[N:1]=[CH:2][N:3]=1, predict the reactants needed to synthesize it. (3) Given the product [CH2:1]([CH2:4][NH:5][CH2:6][CH2:7][S:8][P:9]([OH:12])([OH:11])=[O:10])[CH2:2][NH2:3].[OH2:10].[OH2:10].[OH2:10], predict the reactants needed to synthesize it. The reactants are: [CH2:1]([CH2:4][NH:5][CH2:6][CH2:7][S:8][P:9]([OH:12])([OH:11])=[O:10])[CH2:2][NH2:3]. (4) The reactants are: [OH-].[Li+].[OH-].[Na+].C1(N=[C:12]=[N:13][CH:14]2[CH2:19][CH2:18][CH2:17][CH2:16][CH2:15]2)CCCCC1.Cl.[CH3:21]N(C)CCCN=C=NCC.F[P-](F)(F)(F)(F)F.CN(C(N(C)C)=[N+]1C2C(=NC=CC=2)[N+]([O-])=N1)C.ON1C2C=CC=CC=2N=N1.F[B-](F)(F)F.N1(OC(N(C)C)=[N+](C)C)C2C=CC=CC=2N=N1.C(N(C(C)C)CC)(C)C. Given the product [NH:13]1[C:14]2[C:15](=[CH:16][CH:17]=[CH:18][CH:19]=2)[CH:21]=[CH:12]1, predict the reactants needed to synthesize it. (5) Given the product [CH3:35][C@@:10]1([CH2:9][OH:8])[S:16][CH2:15][CH2:14][N:13]2[C:17]([C:20]3([C:23]4[CH:24]=[CH:25][C:26]([C:29]5[CH:30]=[N:31][N:32]([CH3:34])[CH:33]=5)=[CH:27][CH:28]=4)[CH2:22][CH2:21]3)=[N:18][N:19]=[C:12]2[CH2:11]1, predict the reactants needed to synthesize it. The reactants are: [Si]([O:8][CH2:9][C@:10]1([CH3:35])[S:16][CH2:15][CH2:14][N:13]2[C:17]([C:20]3([C:23]4[CH:28]=[CH:27][C:26]([C:29]5[CH:30]=[N:31][N:32]([CH3:34])[CH:33]=5)=[CH:25][CH:24]=4)[CH2:22][CH2:21]3)=[N:18][N:19]=[C:12]2[CH2:11]1)(C(C)(C)C)(C)C.Cl. (6) Given the product [F:8][C:9]1[CH:36]=[C:35]([F:37])[CH:34]=[CH:33][C:10]=1[O:11][C:12]1[C:13]([C:22]2[C:23]3[CH:32]=[CH:31][O:30][C:24]=3[C:25](=[O:29])[N:26]([CH3:28])[CH:27]=2)=[N:14][C:15]([NH:5][S:2]([CH3:1])(=[O:4])=[O:3])=[N:16][CH:17]=1, predict the reactants needed to synthesize it. The reactants are: [CH3:1][S:2]([NH2:5])(=[O:4])=[O:3].[H-].[Na+].[F:8][C:9]1[CH:36]=[C:35]([F:37])[CH:34]=[CH:33][C:10]=1[O:11][C:12]1[C:13]([C:22]2[C:23]3[CH:32]=[CH:31][O:30][C:24]=3[C:25](=[O:29])[N:26]([CH3:28])[CH:27]=2)=[N:14][C:15](S(C)(=O)=O)=[N:16][CH:17]=1.